This data is from Peptide-MHC class I binding affinity with 185,985 pairs from IEDB/IMGT. The task is: Regression. Given a peptide amino acid sequence and an MHC pseudo amino acid sequence, predict their binding affinity value. This is MHC class I binding data. (1) The peptide sequence is SLFIESSICL. The MHC is HLA-A02:03 with pseudo-sequence HLA-A02:03. The binding affinity (normalized) is 0.475. (2) The peptide sequence is AVSKNRRQL. The MHC is HLA-B58:01 with pseudo-sequence HLA-B58:01. The binding affinity (normalized) is 0.0847. (3) The peptide sequence is NHINVELSN. The MHC is Mamu-A07 with pseudo-sequence Mamu-A07. The binding affinity (normalized) is 0.355. (4) The peptide sequence is RPMREVRFL. The MHC is HLA-A02:01 with pseudo-sequence HLA-A02:01. The binding affinity (normalized) is 0.623.